Predict the reactants needed to synthesize the given product. From a dataset of Full USPTO retrosynthesis dataset with 1.9M reactions from patents (1976-2016). (1) Given the product [CH2:28]([O:30][C:31](=[O:32])[CH2:33][CH2:34][C:35]1[CH:40]=[CH:39][C:38]([C:23]2[CH:24]=[CH:25][C:20]([C:19]3[O:18][N:17]=[C:16]([CH3:27])[C:15]=3[CH:13]([C:11]3[N:10]=[N:9][N:8]([CH2:1][C:2]4[CH:7]=[CH:6][CH:5]=[CH:4][CH:3]=4)[CH:12]=3)[OH:14])=[CH:21][CH:22]=2)=[CH:37][CH:36]=1)[CH3:29], predict the reactants needed to synthesize it. The reactants are: [CH2:1]([N:8]1[CH:12]=[C:11]([CH:13]([C:15]2[C:16]([CH3:27])=[N:17][O:18][C:19]=2[C:20]2[CH:25]=[CH:24][C:23](Br)=[CH:22][CH:21]=2)[OH:14])[N:10]=[N:9]1)[C:2]1[CH:7]=[CH:6][CH:5]=[CH:4][CH:3]=1.[CH2:28]([O:30][C:31]([CH2:33][CH2:34][C:35]1[CH:40]=[CH:39][C:38](B(O)O)=[CH:37][CH:36]=1)=[O:32])[CH3:29]. (2) Given the product [OH:39][CH2:38][CH2:37][NH:36][S:33]([C:31]1[CH:32]=[C:27]([C:2]#[C:1][C:3]2[CH:4]=[N:5][N:6]3[C:11]([C:12]([F:14])([F:13])[F:15])=[CH:10][C:9]([C:16]4[CH:21]=[CH:20][C:19]([C:22]([F:25])([F:24])[F:23])=[CH:18][CH:17]=4)=[N:8][C:7]=23)[CH:28]=[CH:29][C:30]=1[CH3:40])(=[O:35])=[O:34], predict the reactants needed to synthesize it. The reactants are: [C:1]([C:3]1[CH:4]=[N:5][N:6]2[C:11]([C:12]([F:15])([F:14])[F:13])=[CH:10][C:9]([C:16]3[CH:21]=[CH:20][C:19]([C:22]([F:25])([F:24])[F:23])=[CH:18][CH:17]=3)=[N:8][C:7]=12)#[CH:2].Br[C:27]1[CH:28]=[CH:29][C:30]([CH3:40])=[C:31]([S:33]([NH:36][CH2:37][CH2:38][OH:39])(=[O:35])=[O:34])[CH:32]=1. (3) Given the product [CH3:37][C:34]1([CH3:38])[N:33]([C:39]([O:41][C:42]([CH3:44])([CH3:43])[CH3:45])=[O:40])[C@:32]([CH3:46])([C:29](=[O:31])[CH2:30][C:14]([C:13]2[CH:17]=[CH:18][C:10]([O:9][CH2:1][CH2:2][CH2:3][CH2:4][CH2:5][CH2:6][CH2:7][CH3:8])=[C:11]([C:19]([F:22])([F:21])[F:20])[CH:12]=2)=[O:16])[CH2:36][O:35]1, predict the reactants needed to synthesize it. The reactants are: [CH2:1]([O:9][C:10]1[CH:18]=[CH:17][C:13]([C:14]([OH:16])=O)=[CH:12][C:11]=1[C:19]([F:22])([F:21])[F:20])[CH2:2][CH2:3][CH2:4][CH2:5][CH2:6][CH2:7][CH3:8].C(Cl)(=O)C(Cl)=O.[C:29]([C@:32]1([CH3:46])[CH2:36][O:35][C:34]([CH3:38])([CH3:37])[N:33]1[C:39]([O:41][C:42]([CH3:45])([CH3:44])[CH3:43])=[O:40])(=[O:31])[CH3:30].[Li+].C[Si]([N-][Si](C)(C)C)(C)C. (4) Given the product [CH:23]1([N:20]2[C:19](=[O:28])[N:18]([CH3:29])[C:17]3[C:21]2=[N:22][C:14]([NH:30][C:31]2[CH:40]=[CH:39][C:34]([C:35]([OH:37])=[O:36])=[CH:33][C:32]=2[O:41][CH3:42])=[N:15][CH:16]=3)[CH2:27][CH2:26][CH2:25][CH2:24]1, predict the reactants needed to synthesize it. The reactants are: O.C1(C)C=CC(S(O)(=O)=O)=CC=1.Cl[C:14]1[N:22]=[C:21]2[C:17]([N:18]([CH3:29])[C:19](=[O:28])[N:20]2[CH:23]2[CH2:27][CH2:26][CH2:25][CH2:24]2)=[CH:16][N:15]=1.[NH2:30][C:31]1[CH:40]=[CH:39][C:34]([C:35]([O:37]C)=[O:36])=[CH:33][C:32]=1[O:41][CH3:42]. (5) Given the product [CH3:1][O:2][C:3](=[O:20])[C:4]1[CH:18]=[C:17]([NH:19][C:32](=[O:33])[CH2:31][CH2:30][CH2:29][Cl:28])[CH:16]=[C:6]([C:7]([N:9]([CH2:10][CH2:11][CH3:12])[CH2:13][CH2:14][CH3:15])=[O:8])[CH:5]=1, predict the reactants needed to synthesize it. The reactants are: [CH3:1][O:2][C:3](=[O:20])[C:4]1[CH:18]=[C:17]([NH2:19])[CH:16]=[C:6]([C:7]([N:9]([CH2:13][CH2:14][CH3:15])[CH2:10][CH2:11][CH3:12])=[O:8])[CH:5]=1.CCN(CC)CC.[Cl:28][CH2:29][CH2:30][CH2:31][C:32](Cl)=[O:33]. (6) Given the product [CH3:1][O:2][C:3](=[O:14])[C:4]1[CH:9]=[C:8]([O:10][CH2:11][CH3:12])[CH:7]=[C:6]([NH:13][S:25]([CH2:24][CH2:23][CH2:22][Cl:21])(=[O:27])=[O:26])[CH:5]=1, predict the reactants needed to synthesize it. The reactants are: [CH3:1][O:2][C:3](=[O:14])[C:4]1[CH:9]=[C:8]([O:10][CH2:11][CH3:12])[CH:7]=[C:6]([NH2:13])[CH:5]=1.N1C=CC=CC=1.[Cl:21][CH2:22][CH2:23][CH2:24][S:25](Cl)(=[O:27])=[O:26]. (7) Given the product [CH2:17]([NH:19][C:9]1[N:10]=[CH:11][C:6]2[CH:5]=[CH:4][C:3](=[O:16])[N:2]([CH3:1])[C:7]=2[N:8]=1)[CH3:18], predict the reactants needed to synthesize it. The reactants are: [CH3:1][N:2]1[C:7]2[N:8]=[C:9](S(C)(=O)=O)[N:10]=[CH:11][C:6]=2[CH:5]=[CH:4][C:3]1=[O:16].[CH2:17]([NH2:19])[CH3:18].